Task: Predict the reactants needed to synthesize the given product.. Dataset: Full USPTO retrosynthesis dataset with 1.9M reactions from patents (1976-2016) Given the product [F:33][C:11]1[C:12]([N:16]2[CH2:19][CH:18]([CH:20]3[CH2:21][CH2:22][NH:23][CH2:24][CH2:25]3)[CH2:17]2)=[CH:13][CH:14]=[CH:15][C:10]=1[CH2:9][OH:8], predict the reactants needed to synthesize it. The reactants are: [Si]([O:8][CH2:9][C:10]1[C:11]([F:33])=[C:12]([N:16]2[CH2:19][CH:18]([CH:20]3[CH2:25][CH2:24][N:23](C(OC(C)(C)C)=O)[CH2:22][CH2:21]3)[CH2:17]2)[CH:13]=[CH:14][CH:15]=1)(C(C)(C)C)(C)C.C(O)(C(F)(F)F)=O.